Dataset: Forward reaction prediction with 1.9M reactions from USPTO patents (1976-2016). Task: Predict the product of the given reaction. (1) The product is: [O:15]=[C:13]1[C@H:12]([NH:11][C:9](=[O:10])[O:8][CH2:1][C:2]2[CH:3]=[CH:4][CH:5]=[CH:6][CH:7]=2)[CH2:16][C:17](=[O:18])[O:19]1. Given the reactants [CH2:1]([O:8][C:9]([NH:11][C@H:12]([CH2:16][C:17]([OH:19])=[O:18])[C:13]([OH:15])=O)=[O:10])[C:2]1[CH:7]=[CH:6][CH:5]=[CH:4][CH:3]=1.C(OC(=O)C)(=O)C, predict the reaction product. (2) Given the reactants [C:1]([C:3]1[CH:8]=[CH:7][C:6]([CH:9]2[CH2:14][CH2:13][N:12]([C:15]([C:17]3[C:18]([CH3:31])=[CH:19][C:20]([CH:27]4[CH2:30][CH2:29][CH2:28]4)=[C:21]([CH:26]=3)[C:22]([NH:24][NH2:25])=[O:23])=[O:16])[CH2:11][CH2:10]2)=[CH:5][CH:4]=1)#[N:2].CS(O)(=O)=O.C(O[C:40](OCC)(OCC)[CH2:41][CH3:42])C, predict the reaction product. The product is: [CH:27]1([C:20]2[C:21]([C:22]3[O:23][C:40]([CH2:41][CH3:42])=[N:25][N:24]=3)=[CH:26][C:17]([C:15]([N:12]3[CH2:11][CH2:10][CH:9]([C:6]4[CH:5]=[CH:4][C:3]([C:1]#[N:2])=[CH:8][CH:7]=4)[CH2:14][CH2:13]3)=[O:16])=[C:18]([CH3:31])[CH:19]=2)[CH2:30][CH2:29][CH2:28]1. (3) Given the reactants Br[C:2]1[CH:11]=[C:10]2[C:5]([C:6](=[O:12])[CH:7]=[N:8][NH:9]2)=[CH:4][CH:3]=1.[CH3:13][S:14]([C:17]1[CH:22]=[CH:21][C:20](B(O)O)=[CH:19][CH:18]=1)(=[O:16])=[O:15].COCCOC.C(=O)([O-])[O-].[Na+].[Na+], predict the reaction product. The product is: [CH3:13][S:14]([C:17]1[CH:22]=[CH:21][C:20]([C:2]2[CH:11]=[C:10]3[C:5]([C:6](=[O:12])[CH:7]=[N:8][NH:9]3)=[CH:4][CH:3]=2)=[CH:19][CH:18]=1)(=[O:16])=[O:15]. (4) Given the reactants [CH3:13][CH:12]([O:11][C:9](/[N:8]=[N:8]/[C:9]([O:11][CH:12]([CH3:14])[CH3:13])=[O:10])=[O:10])[CH3:14].[C:15]1(C)[CH:20]=[CH:19]C=[CH:17][CH:16]=1.[F:22][C:23]([F:42])([F:41])[O:24][C:25]1[CH:30]=[CH:29][C:28]([C:31]2[CH:32]=[CH:33][C:34]3[O:38][N:37]=[C:36]([OH:39])[C:35]=3[CH:40]=2)=[CH:27][CH:26]=1.[C:43]1(P(C2C=CC=CC=2)C2C=CC=CC=2)C=CC=CC=1.CN1C=C(CO)N=C1, predict the reaction product. The product is: [F:42][C:23]([F:22])([F:41])[O:24][C:25]1[CH:30]=[CH:29][C:28]([C:31]2[CH:32]=[CH:33][C:34]3[O:38][N:37]=[C:36]([O:39][CH2:17][C@@H:16]4[CH2:15][CH2:20][CH2:19][N:8]4[C:9]([O:11][C:12]([CH3:13])([CH3:14])[CH3:43])=[O:10])[C:35]=3[CH:40]=2)=[CH:27][CH:26]=1.